From a dataset of Catalyst prediction with 721,799 reactions and 888 catalyst types from USPTO. Predict which catalyst facilitates the given reaction. (1) Reactant: [CH2:1]([N:3]1CN(C)C[N:5]([C:10]2[S:11][C:12]3[C:18]([CH2:19][O:20][CH2:21][CH2:22][O:23][CH3:24])=[CH:17][C:16]([C:25]4[CH:26]=[N:27][C:28]([N:31]5[CH2:36][CH2:35][C:34]([CH3:42])([C:37]([O:39]CC)=[O:38])[CH2:33][CH2:32]5)=[N:29][CH:30]=4)=[CH:15][C:13]=3[N:14]=2)[C:4]1=[O:43])[CH3:2].[OH-].[Na+].Cl. Product: [CH2:1]([NH:3][C:4]([NH:5][C:10]1[S:11][C:12]2[C:18]([CH2:19][O:20][CH2:21][CH2:22][O:23][CH3:24])=[CH:17][C:16]([C:25]3[CH:26]=[N:27][C:28]([N:31]4[CH2:32][CH2:33][C:34]([CH3:42])([C:37]([OH:39])=[O:38])[CH2:35][CH2:36]4)=[N:29][CH:30]=3)=[CH:15][C:13]=2[N:14]=1)=[O:43])[CH3:2]. The catalyst class is: 14. (2) Reactant: Cl[C:2]1[N:3]=[C:4]([O:11][C:12]2[C:19]([CH3:20])=[CH:18][C:15]([C:16]#[N:17])=[CH:14][C:13]=2[CH3:21])[C:5]2[S:10][CH:9]=[CH:8][C:6]=2[N:7]=1.C(O)(C(F)(F)F)=O.[NH2:29][C:30]1[CH:37]=[CH:36][C:33]([C:34]#[N:35])=[CH:32][CH:31]=1. Product: [C:34]([C:33]1[CH:36]=[CH:37][C:30]([NH:29][C:2]2[N:3]=[C:4]([O:11][C:12]3[C:19]([CH3:20])=[CH:18][C:15]([C:16]#[N:17])=[CH:14][C:13]=3[CH3:21])[C:5]3[S:10][CH:9]=[CH:8][C:6]=3[N:7]=2)=[CH:31][CH:32]=1)#[N:35]. The catalyst class is: 13. (3) Reactant: [C:1]([O:4][C@@H:5]1[C@@H:10]([O:11][C:12](=[O:14])[CH3:13])[C@H:9]([O:15][C:16](=[O:18])[CH3:17])[C@@H:8]([C:19]([O:21][CH3:22])=[O:20])[O:7][C@@H:6]1Br)(=[O:3])[CH3:2].[Br:24][C:25]1[CH:30]=[CH:29][C:28]([OH:31])=[C:27]([N+:32]([O-:34])=[O:33])[CH:26]=1. Product: [C:1]([O:4][C@@H:5]1[C@@H:10]([O:11][C:12](=[O:14])[CH3:13])[C@H:9]([O:15][C:16](=[O:18])[CH3:17])[C@@H:8]([C:19]([O:21][CH3:22])=[O:20])[O:7][C@H:6]1[O:31][C:28]1[CH:29]=[CH:30][C:25]([Br:24])=[CH:26][C:27]=1[N+:32]([O-:34])=[O:33])(=[O:3])[CH3:2]. The catalyst class is: 10. (4) Reactant: [C:1]([C@@H:9]1[CH2:14][CH2:13][CH2:12][N:11]([C:15]([O:17][C:18]([CH3:21])([CH3:20])[CH3:19])=[O:16])[CH2:10]1)(=[O:8])[C:2]1[CH:7]=[CH:6][CH:5]=[CH:4][CH:3]=1.B1(C)OC(C2C=CC=CC=2)(C2C=CC=CC=2)[C@@H]2N1CCC2.[B]1OC2C(=CC=CC=2)O1.O. Product: [OH:8][C@@H:1]([C:2]1[CH:3]=[CH:4][CH:5]=[CH:6][CH:7]=1)[C@@H:9]1[CH2:14][CH2:13][CH2:12][N:11]([C:15]([O:17][C:18]([CH3:19])([CH3:20])[CH3:21])=[O:16])[CH2:10]1. The catalyst class is: 28.